Predict the reaction yield, written as a fraction of the theoretical maximum amount of product (1.0 means a 100% yield; for example, 0.34 means a 34% yield). From a dataset of Reaction yield outcomes from USPTO patents with 853,638 reactions. The reactants are [N+:1]([C:4]1[CH:9]=[CH:8][CH:7]=[CH:6][C:5]=1[CH2:10][C:11]([O:13][CH3:14])=[O:12])([O-])=O. The catalyst is CO.[Pd]. The yield is 1.00. The product is [NH2:1][C:4]1[CH:9]=[CH:8][CH:7]=[CH:6][C:5]=1[CH2:10][C:11]([O:13][CH3:14])=[O:12].